Dataset: Peptide-MHC class I binding affinity with 185,985 pairs from IEDB/IMGT. Task: Regression. Given a peptide amino acid sequence and an MHC pseudo amino acid sequence, predict their binding affinity value. This is MHC class I binding data. (1) The peptide sequence is KFSNSNIY. The MHC is HLA-B15:01 with pseudo-sequence HLA-B15:01. The binding affinity (normalized) is 0.159. (2) The peptide sequence is TLMAMDLGEL. The binding affinity (normalized) is 0.804. The MHC is HLA-A02:03 with pseudo-sequence HLA-A02:03. (3) The peptide sequence is QTSAGHFPR. The MHC is HLA-A11:01 with pseudo-sequence HLA-A11:01. The binding affinity (normalized) is 0.743.